This data is from Reaction yield outcomes from USPTO patents with 853,638 reactions. The task is: Predict the reaction yield, written as a fraction of the theoretical maximum amount of product (1.0 means a 100% yield; for example, 0.34 means a 34% yield). The reactants are [CH3:1][O:2][CH2:3][C:4]1[N:8]([CH3:9])[N:7]=[C:6]([C:10]([O:12]CC)=[O:11])[CH:5]=1.[Li+].[OH-]. The catalyst is CO. The product is [CH3:1][O:2][CH2:3][C:4]1[N:8]([CH3:9])[N:7]=[C:6]([C:10]([OH:12])=[O:11])[CH:5]=1. The yield is 0.950.